This data is from Forward reaction prediction with 1.9M reactions from USPTO patents (1976-2016). The task is: Predict the product of the given reaction. Given the reactants C([N:5]1[C:9]([C:10]2[CH:15]=[CH:14]N=CC=2)=[C:8]([C:16](OCC)=O)[CH:7]=[N:6]1)C(C)C.[CH3:21][O:22][CH2:23][CH2:24][C:25](=O)[CH2:26][C:27]([O:29][CH3:30])=[O:28].Cl.C1(NN)CCCCC1, predict the reaction product. The product is: [CH:9]1([N:5]2[C:25]([CH2:24][CH2:23][O:22][CH3:21])=[C:26]([C:27]([O:29][CH3:30])=[O:28])[CH:7]=[N:6]2)[CH2:8][CH2:16][CH2:14][CH2:15][CH2:10]1.